This data is from Catalyst prediction with 721,799 reactions and 888 catalyst types from USPTO. The task is: Predict which catalyst facilitates the given reaction. (1) Reactant: [Cl:1][C:2]1[CH:3]=[C:4]([C@@H:8]([OH:27])[CH2:9][N:10]([CH2:18][CH2:19][C:20]2[CH:25]=[CH:24][C:23]([OH:26])=[CH:22][CH:21]=2)[C:11](=[O:17])[O:12][C:13]([CH3:16])([CH3:15])[CH3:14])[CH:5]=[CH:6][CH:7]=1.C(=O)([O-])[O-].[K+].[K+].[Cl:34][C:35]1[CH:36]=[C:37]([C:42]([O:44][CH3:45])=[O:43])[CH:38]=[N:39][C:40]=1Cl. Product: [C:13]([O:12][C:11]([N:10]([CH2:9][C@@H:8]([C:4]1[CH:5]=[CH:6][CH:7]=[C:2]([Cl:1])[CH:3]=1)[OH:27])[CH2:18][CH2:19][C:20]1[CH:25]=[CH:24][C:23]([O:26][C:40]2[C:35]([Cl:34])=[CH:36][C:37]([C:42]([O:44][CH3:45])=[O:43])=[CH:38][N:39]=2)=[CH:22][CH:21]=1)=[O:17])([CH3:16])([CH3:14])[CH3:15]. The catalyst class is: 16. (2) Reactant: C(O[BH-](OC(=O)C)OC(=O)C)(=O)C.[Na+].[NH2:15][C:16]1[CH:25]=[C:24]2[C:19]([C:20]([CH3:30])([CH3:29])[CH2:21][N:22]([CH2:27][CH3:28])[C:23]2=[O:26])=[CH:18][CH:17]=1.[Cl:31][C:32]1[CH:39]=[CH:38][C:35]([CH:36]=O)=[CH:34][CH:33]=1.C(O)(=O)C. Product: [Cl:31][C:32]1[CH:39]=[CH:38][C:35]([CH2:36][NH:15][C:16]2[CH:25]=[C:24]3[C:19]([C:20]([CH3:29])([CH3:30])[CH2:21][N:22]([CH2:27][CH3:28])[C:23]3=[O:26])=[CH:18][CH:17]=2)=[CH:34][CH:33]=1. The catalyst class is: 4. (3) The catalyst class is: 8. Product: [C:27]([C:31]1[N:35]=[C:34]([N:23]2[CH2:22][CH2:21][CH:20]([N:16]3[CH2:17][CH2:18][CH2:19][C@H:14]([NH:13][C:4]4[CH:5]=[CH:6][C:7]([S:9]([CH3:12])(=[O:11])=[O:10])=[CH:8][C:3]=4[F:2])[C:15]3=[O:26])[CH2:25][CH2:24]2)[S:33][N:32]=1)([CH3:30])([CH3:29])[CH3:28]. Reactant: Cl.[F:2][C:3]1[CH:8]=[C:7]([S:9]([CH3:12])(=[O:11])=[O:10])[CH:6]=[CH:5][C:4]=1[NH:13][C@H:14]1[CH2:19][CH2:18][CH2:17][N:16]([CH:20]2[CH2:25][CH2:24][NH:23][CH2:22][CH2:21]2)[C:15]1=[O:26].[C:27]([C:31]1[N:35]=[C:34](Cl)[S:33][N:32]=1)([CH3:30])([CH3:29])[CH3:28]. (4) Reactant: [C:1]([O:5][C:6]([CH3:9])(C)C)(=[O:4])NN.C(N(CC)CC)C.Cl.C(O[NH:21][CH2:22][C:23]1[CH:24]=[C:25]2[C:29](=[CH:30][CH:31]=1)[NH:28][N:27]=[C:26]2[C:32]1[CH:37]=[CH:36][C:35]([F:38])=[CH:34][CH:33]=1)C.[NH2:39][NH:40][C:41]([CH2:43][CH2:44]C([O-])=O)=O. Product: [F:38][C:35]1[CH:36]=[CH:37][C:32]([C:26]2[C:25]3[C:29](=[CH:30][CH:31]=[C:23]([C:22]4[NH:21][C:41]([CH2:43][CH2:44][C:1]([O:5][CH2:6][CH3:9])=[O:4])=[N:40][N:39]=4)[CH:24]=3)[NH:28][N:27]=2)=[CH:33][CH:34]=1. The catalyst class is: 412. (5) Reactant: [Cl:1][C:2]1[CH:3]=[C:4]2[C:9](=[CH:10][C:11]=1[CH3:12])[NH:8][C:7](=[O:13])[CH:6]=[CH:5]2.Cl[C:15]1C(C)=C2C(=CC=1)NC(=O)C=C2.C([O-])([O-])=O.[Cs+].[Cs+].IC. Product: [Cl:1][C:2]1[CH:3]=[C:4]2[C:9](=[CH:10][C:11]=1[CH3:12])[N:8]([CH3:15])[C:7](=[O:13])[CH:6]=[CH:5]2. The catalyst class is: 174. (6) Reactant: [CH2:1]([O:8][C:9]1[CH:10]=[C:11]([OH:18])[CH:12]=[CH:13][C:14]=1[N+:15]([O-:17])=[O:16])[C:2]1[CH:7]=[CH:6][CH:5]=[CH:4][CH:3]=1.Br[C:20]1[CH:25]=[CH:24][C:23]([S:26]([CH3:29])(=[O:28])=[O:27])=[CH:22][N:21]=1.C(=O)([O-])[O-].[Cs+].[Cs+]. Product: [CH2:1]([O:8][C:9]1[CH:10]=[C:11]([CH:12]=[CH:13][C:14]=1[N+:15]([O-:17])=[O:16])[O:18][C:20]1[CH:25]=[CH:24][C:23]([S:26]([CH3:29])(=[O:28])=[O:27])=[CH:22][N:21]=1)[C:2]1[CH:3]=[CH:4][CH:5]=[CH:6][CH:7]=1. The catalyst class is: 9.